This data is from Full USPTO retrosynthesis dataset with 1.9M reactions from patents (1976-2016). The task is: Predict the reactants needed to synthesize the given product. Given the product [CH:24]1([CH2:23][CH2:22][O:21][C:18]2[CH:19]=[CH:20][C:15]([C:11]([NH:10]/[C:9](/[C:13]([NH:29][CH2:30][CH2:31][OH:32])=[O:14])=[CH:8]\[C:7]3[CH:27]=[CH:28][C:4]([CH:1]4[CH2:2][CH2:3]4)=[CH:5][CH:6]=3)=[O:12])=[CH:16][CH:17]=2)[CH2:26][CH2:25]1, predict the reactants needed to synthesize it. The reactants are: [CH:1]1([C:4]2[CH:28]=[CH:27][C:7](/[CH:8]=[C:9]3\[N:10]=[C:11]([C:15]4[CH:20]=[CH:19][C:18]([O:21][CH2:22][CH2:23][CH:24]5[CH2:26][CH2:25]5)=[CH:17][CH:16]=4)[O:12][C:13]\3=[O:14])=[CH:6][CH:5]=2)[CH2:3][CH2:2]1.[NH2:29][CH2:30][CH2:31][OH:32].